Dataset: Full USPTO retrosynthesis dataset with 1.9M reactions from patents (1976-2016). Task: Predict the reactants needed to synthesize the given product. (1) Given the product [Cl:20][C:17]1[CH:18]=[CH:19][C:14]([C@@H:9]([O:8][C:6]2[CH:7]=[C:2]([O:58][C:52]3[CH:57]=[CH:56][CH:55]=[CH:54][CH:53]=3)[N:3]=[C:4]([N:27]3[CH2:51][CH2:50][C:30]4([CH2:34][N:33]([C:35]([O:37][CH2:38][C:39]5[CH:40]=[CH:41][CH:42]=[CH:43][CH:44]=5)=[O:36])[CH:32]([C:45]([O:47][CH2:48][CH3:49])=[O:46])[CH2:31]4)[CH2:29][CH2:28]3)[N:5]=2)[C:10]([F:12])([F:11])[F:13])=[C:15]([N:21]2[CH:25]=[CH:24][C:23]([CH3:26])=[N:22]2)[CH:16]=1, predict the reactants needed to synthesize it. The reactants are: Cl[C:2]1[CH:7]=[C:6]([O:8][C@H:9]([C:14]2[CH:19]=[CH:18][C:17]([Cl:20])=[CH:16][C:15]=2[N:21]2[CH:25]=[CH:24][C:23]([CH3:26])=[N:22]2)[C:10]([F:13])([F:12])[F:11])[N:5]=[C:4]([N:27]2[CH2:51][CH2:50][C:30]3([CH2:34][N:33]([C:35]([O:37][CH2:38][C:39]4[CH:44]=[CH:43][CH:42]=[CH:41][CH:40]=4)=[O:36])[CH:32]([C:45]([O:47][CH2:48][CH3:49])=[O:46])[CH2:31]3)[CH2:29][CH2:28]2)[N:3]=1.[C:52]1([OH:58])[CH:57]=[CH:56][CH:55]=[CH:54][CH:53]=1.C([O-])([O-])=O.[Cs+].[Cs+]. (2) The reactants are: [O:1]1[CH:5]=[CH:4][CH:3]=[C:2]1[C:6](=[O:10])[C:7]([OH:9])=O.Cl.CN(C)CCCN=C=NCC.[O:23]1[CH2:28][CH2:27][CH2:26][CH2:25][CH:24]1[N:29]1[C:37]2[C:32](=[CH:33][C:34]([C:38]3[N:42]=[CH:41][N:40]([C:43]([C:56]4[CH:61]=[CH:60][CH:59]=[CH:58][CH:57]=4)([C:50]4[CH:55]=[CH:54][CH:53]=[CH:52][CH:51]=4)[C:44]4[CH:49]=[CH:48][CH:47]=[CH:46][CH:45]=4)[N:39]=3)=[CH:35][CH:36]=2)[C:31]([C:62]2[CH:63]=[C:64]([NH2:68])[CH:65]=[CH:66][CH:67]=2)=[N:30]1. Given the product [O:1]1[CH:5]=[CH:4][CH:3]=[C:2]1[C:6](=[O:10])[C:7]([NH:68][C:64]1[CH:65]=[CH:66][CH:67]=[C:62]([C:31]2[C:32]3[C:37](=[CH:36][CH:35]=[C:34]([C:38]4[N:42]=[CH:41][N:40]([C:43]([C:44]5[CH:45]=[CH:46][CH:47]=[CH:48][CH:49]=5)([C:50]5[CH:55]=[CH:54][CH:53]=[CH:52][CH:51]=5)[C:56]5[CH:61]=[CH:60][CH:59]=[CH:58][CH:57]=5)[N:39]=4)[CH:33]=3)[N:29]([CH:24]3[CH2:25][CH2:26][CH2:27][CH2:28][O:23]3)[N:30]=2)[CH:63]=1)=[O:9], predict the reactants needed to synthesize it. (3) Given the product [C:17]1([C:2]2[N:6]3[CH:7]=[CH:8][C:9]([C:11]4[CH:16]=[CH:15][CH:14]=[CH:13][CH:12]=4)=[CH:10][C:5]3=[N:4][CH:3]=2)[CH:22]=[CH:21][CH:20]=[CH:19][CH:18]=1, predict the reactants needed to synthesize it. The reactants are: I[C:2]1[N:6]2[CH:7]=[CH:8][C:9]([C:11]3[CH:16]=[CH:15][CH:14]=[CH:13][CH:12]=3)=[CH:10][C:5]2=[N:4][CH:3]=1.[C:17]1(B(O)O)[CH:22]=[CH:21][CH:20]=[CH:19][CH:18]=1.C(=O)([O-])[O-].[Na+].[Na+].